From a dataset of Forward reaction prediction with 1.9M reactions from USPTO patents (1976-2016). Predict the product of the given reaction. (1) Given the reactants Cl[C:2]1[C:15]2[C:6](=[N:7][C:8]3[C:9]4[CH:19]=[C:18]([CH3:20])[CH:17]=[C:16]([CH3:21])[C:10]=4[CH2:11][CH2:12][C:13]=3[CH:14]=2)[CH:5]=[CH:4][CH:3]=1.[CH2:22](B(O)O)[CH:23]([CH3:25])[CH3:24], predict the reaction product. The product is: [CH2:22]([C:2]1[C:15]2[C:6](=[N:7][C:8]3[C:9]4[CH:19]=[C:18]([CH3:20])[CH:17]=[C:16]([CH3:21])[C:10]=4[CH2:11][CH2:12][C:13]=3[CH:14]=2)[CH:5]=[CH:4][CH:3]=1)[CH:23]([CH3:25])[CH3:24]. (2) The product is: [CH3:1][O:3][C:4]([C:5]1[O:6][CH:20]=[N:19][CH:18]=1)=[O:7]. Given the reactants [CH2:1]([O:3][C:4](=[O:7])[CH:5]=[O:6])C.CC1C=CC(S([CH2:18][N+:19]#[C-:20])(=O)=O)=CC=1.C([O-])([O-])=O.[K+].[K+], predict the reaction product. (3) Given the reactants [CH3:1][N:2]([CH3:19])[C:3](=[O:18])[C@@H:4]([NH:7]C(=O)OCC1C=CC=CC=1)[CH2:5][OH:6], predict the reaction product. The product is: [CH3:1][N:2]([CH3:19])[C:3](=[O:18])[C@H:4]([CH2:5][OH:6])[NH2:7]. (4) The product is: [CH3:17][C@H:18]1[CH2:19][N:20]([C:25]2[CH:30]=[CH:29][C:28]([C:31]([F:34])([F:32])[F:33])=[CH:27][N:26]=2)[CH2:21][C@H:22]([CH3:24])[N:23]1[S:12]([C:7]1[CH:6]=[C:5]([CH2:4][C:3]([OH:2])=[O:16])[CH:10]=[C:9]([CH3:11])[CH:8]=1)(=[O:14])=[O:13]. Given the reactants C[O:2][C:3](=[O:16])[CH2:4][C:5]1[CH:10]=[C:9]([CH3:11])[CH:8]=[C:7]([S:12](Cl)(=[O:14])=[O:13])[CH:6]=1.[CH3:17][C@@H:18]1[NH:23][C@@H:22]([CH3:24])[CH2:21][N:20]([C:25]2[CH:30]=[CH:29][C:28]([C:31]([F:34])([F:33])[F:32])=[CH:27][N:26]=2)[CH2:19]1, predict the reaction product. (5) Given the reactants Br[CH2:2][C:3]1[N:4]([CH3:28])[C:5]2[C:10]([N:11]=1)=[C:9]([N:12]1[CH2:17][CH2:16][O:15][CH2:14][CH2:13]1)[N:8]=[C:7]([N:18]1[C:22]3[CH:23]=[CH:24][CH:25]=[CH:26][C:21]=3[N:20]=[C:19]1[CH3:27])[N:6]=2.[NH:29]1[CH2:34][CH2:33][CH2:32][CH:31]([C:35]([OH:38])([CH3:37])[CH3:36])[CH2:30]1, predict the reaction product. The product is: [CH3:28][N:4]1[C:3]([CH2:2][N:29]2[CH2:34][CH2:33][CH2:32][CH:31]([C:35]([OH:38])([CH3:37])[CH3:36])[CH2:30]2)=[N:11][C:10]2[C:5]1=[N:6][C:7]([N:18]1[C:22]3[CH:23]=[CH:24][CH:25]=[CH:26][C:21]=3[N:20]=[C:19]1[CH3:27])=[N:8][C:9]=2[N:12]1[CH2:17][CH2:16][O:15][CH2:14][CH2:13]1. (6) The product is: [Br:1][C:2]1[CH:3]=[C:4]2[C:9](=[CH:10][CH:11]=1)[N:8]=[C:7]([Cl:19])[C:6]([O:13][CH2:14][CH3:15])=[C:24]2[Cl:26]. Given the reactants [Br:1][C:2]1[CH:3]=[C:4]2[C:9](=[CH:10][CH:11]=1)[NH:8][C:7](=O)[C:6]([O:13][CH2:14][CH3:15])=C2O.O=P(Cl)(Cl)[Cl:19].[OH-].[K+].[CH2:24]([Cl:26])Cl, predict the reaction product. (7) Given the reactants CN(C)C=O.C(Cl)(=O)C(Cl)=O.[Cl:12][C:13]1[CH:18]=[CH:17][C:16]([N:19]([CH3:32])[S:20]([C:23]2[CH:31]=[CH:30][C:26]([C:27](O)=[O:28])=[CH:25][CH:24]=2)(=[O:22])=[O:21])=[CH:15][CH:14]=1.[NH2:33][C:34]1[CH:43]=[CH:42][C:41]([Br:44])=[CH:40][C:35]=1[C:36]([O:38]C)=[O:37], predict the reaction product. The product is: [Br:44][C:41]1[CH:42]=[CH:43][C:34]([NH:33][C:27](=[O:28])[C:26]2[CH:30]=[CH:31][C:23]([S:20]([N:19]([C:16]3[CH:15]=[CH:14][C:13]([Cl:12])=[CH:18][CH:17]=3)[CH3:32])(=[O:22])=[O:21])=[CH:24][CH:25]=2)=[C:35]([CH:40]=1)[C:36]([OH:38])=[O:37]. (8) Given the reactants [F:1][C:2]1[CH:7]=[CH:6][CH:5]=[CH:4][C:3]=1[C:8](=[O:24])[CH2:9][CH:10]1[CH2:15][CH2:14][N:13]([CH2:16][C:17]2[C:18](=[O:23])[NH:19][CH:20]=[CH:21][N:22]=2)[CH2:12][CH2:11]1.[BH4-].[Na+].CC(C)=O, predict the reaction product. The product is: [F:1][C:2]1[CH:7]=[CH:6][CH:5]=[CH:4][C:3]=1[CH:8]([OH:24])[CH2:9][CH:10]1[CH2:15][CH2:14][N:13]([CH2:16][C:17]2[C:18](=[O:23])[NH:19][CH:20]=[CH:21][N:22]=2)[CH2:12][CH2:11]1. (9) Given the reactants [CH3:1][C:2]1([CH3:19])[O:7][C:6]2[CH:8]=[CH:9][C:10]([N+:12]([O-:14])=[O:13])=[CH:11][C:5]=2[N:4]2[C:15](=[O:18])[NH:16][N:17]=[C:3]12.I[CH3:21].[H-].[Na+].O, predict the reaction product. The product is: [CH3:21][N:16]1[C:15](=[O:18])[N:4]2[C:5]3[CH:11]=[C:10]([N+:12]([O-:14])=[O:13])[CH:9]=[CH:8][C:6]=3[O:7][C:2]([CH3:19])([CH3:1])[C:3]2=[N:17]1. (10) Given the reactants ClCCl.[CH:4]([NH:8][C:9]1[CH:10]=[C:11]([N:30]([CH2:38][CH:39]2[CH2:44][CH2:43][O:42][CH2:41][CH2:40]2)C(=O)OC(C)(C)C)[C:12]2[N:13]([C:15]([C:18]3[CH:23]=[CH:22][C:21]([C:24](=[O:29])[NH:25][CH:26]4[CH2:28][CH2:27]4)=[CH:20][CH:19]=3)=[CH:16][N:17]=2)[N:14]=1)([CH2:6][CH3:7])[CH3:5].C(O)(C(F)(F)F)=O.[OH-].[Na+], predict the reaction product. The product is: [CH:4]([NH:8][C:9]1[CH:10]=[C:11]([NH:30][CH2:38][CH:39]2[CH2:40][CH2:41][O:42][CH2:43][CH2:44]2)[C:12]2[N:13]([C:15]([C:18]3[CH:23]=[CH:22][C:21]([C:24]([NH:25][CH:26]4[CH2:27][CH2:28]4)=[O:29])=[CH:20][CH:19]=3)=[CH:16][N:17]=2)[N:14]=1)([CH2:6][CH3:7])[CH3:5].